Dataset: Reaction yield outcomes from USPTO patents with 853,638 reactions. Task: Predict the reaction yield, written as a fraction of the theoretical maximum amount of product (1.0 means a 100% yield; for example, 0.34 means a 34% yield). The reactants are C([O:3][C:4](=[O:31])[C:5]([CH3:30])([O:23][C:24]1[CH:29]=[CH:28][CH:27]=[CH:26][CH:25]=1)[CH2:6][C:7]1[CH:12]=[CH:11][C:10]([O:13][CH2:14][CH2:15][CH:16]2[CH2:20][NH:19][C:18](=[O:21])[N:17]2[CH3:22])=[CH:9][CH:8]=1)C.[H-].[Na+].F[C:35](F)(F)[C:36]1[CH:43]=[CH:42][CH:41]=[CH:40][C:37]=1CBr.[OH-].[Na+].CN([CH:51]=[O:52])C. The catalyst is C(O)C. The product is [CH3:51][O:52][C:40]1[CH:37]=[C:36]([CH:43]=[CH:42][CH:41]=1)[CH2:35][N:19]1[CH2:20][CH:16]([CH2:15][CH2:14][O:13][C:10]2[CH:11]=[CH:12][C:7]([CH2:6][C:5]([CH3:30])([O:23][C:24]3[CH:29]=[CH:28][CH:27]=[CH:26][CH:25]=3)[C:4]([OH:3])=[O:31])=[CH:8][CH:9]=2)[N:17]([CH3:22])[C:18]1=[O:21]. The yield is 0.680.